This data is from Reaction yield outcomes from USPTO patents with 853,638 reactions. The task is: Predict the reaction yield, written as a fraction of the theoretical maximum amount of product (1.0 means a 100% yield; for example, 0.34 means a 34% yield). (1) The reactants are [CH3:1][N:2]([CH3:20])[C:3]1[C:12]2[C:7](=[CH:8][CH:9]=[CH:10][CH:11]=2)[C:6]([NH:13][C:14]([NH:16][CH2:17][C:18]#[CH:19])=[S:15])=[CH:5][CH:4]=1.CO.CO[Na].C(O)(=O)C. The catalyst is CO. The product is [CH3:1][N:2]([CH3:20])[C:3]1[C:12]2[C:7](=[CH:8][CH:9]=[CH:10][CH:11]=2)[C:6]([N:13]2[C:18]([CH3:19])=[CH:17][N:16]=[C:14]2[SH:15])=[CH:5][CH:4]=1. The yield is 0.310. (2) The reactants are [F:1][C:2]1[CH:3]=[C:4](B(O)O)[CH:5]=[C:6]([F:8])[CH:7]=1.N[C@@H]1CC[CH2:16][CH2:15][C@H:14]1[OH:19].C[Si]([N-][Si](C)(C)C)(C)C.[Na+].IC1COC1. The catalyst is CC(O)C.[Ni](I)I. The product is [F:1][C:2]1[CH:3]=[C:4]([CH:15]2[CH2:14][O:19][CH2:16]2)[CH:5]=[C:6]([F:8])[CH:7]=1. The yield is 0.630. (3) The reactants are [CH2:1]([O:8][N:9]([C@H:22]1[CH2:27][N:26]([C:28]([O:30][C:31]([CH3:34])([CH3:33])[CH3:32])=[O:29])[C@H:25]([C:35](=[NH:38])[NH:36][OH:37])[CH2:24][CH2:23]1)[S:10]([C:13]1[CH:18]=[CH:17][CH:16]=[CH:15][C:14]=1[N+:19]([O-:21])=[O:20])(=[O:12])=[O:11])[C:2]1[CH:7]=[CH:6][CH:5]=[CH:4][CH:3]=1.[CH3:39]C1C=CC(S([O-])(=O)=O)=CC=1.C1C=C[NH+]=CC=1. The catalyst is COC(OC)OC. The product is [CH2:1]([O:8][N:9]([C@H:22]1[CH2:27][N:26]([C:28]([O:30][C:31]([CH3:34])([CH3:33])[CH3:32])=[O:29])[C@H:25]([C:35]2[N:38]=[CH:39][O:37][N:36]=2)[CH2:24][CH2:23]1)[S:10]([C:13]1[CH:18]=[CH:17][CH:16]=[CH:15][C:14]=1[N+:19]([O-:21])=[O:20])(=[O:12])=[O:11])[C:2]1[CH:7]=[CH:6][CH:5]=[CH:4][CH:3]=1. The yield is 0.690. (4) The reactants are [CH3:1][C:2]([C:9]1[NH:10][C:11]2[C:16]([CH:17]=1)=[CH:15][C:14]([N+:18]([O-:20])=[O:19])=[CH:13][CH:12]=2)([CH3:8])[C:3]([O:5]CC)=[O:4].O[Li].O.Cl. The catalyst is C1COCC1.O. The product is [CH3:8][C:2]([C:9]1[NH:10][C:11]2[C:16]([CH:17]=1)=[CH:15][C:14]([N+:18]([O-:20])=[O:19])=[CH:13][CH:12]=2)([CH3:1])[C:3]([OH:5])=[O:4]. The yield is 0.990. (5) The yield is 0.440. The product is [Cl:1][C:2]1[C:3]([N:20]2[CH2:25][CH2:24][O:23][CH2:22][CH2:21]2)=[C:4]2[NH:10][C:9]([C:11]3[CH:12]=[CH:13][C:14]([O:17][CH2:18][CH2:19][N:20]4[CH2:21][CH2:22][O:23][CH2:24][CH2:25]4)=[CH:15][CH:16]=3)=[N:8][C:5]2=[N:6][CH:7]=1. The catalyst is N1CCOCC1. The reactants are [Cl:1][C:2]1[C:3](Cl)=[C:4]2[N:10]=[C:9]([C:11]3[CH:16]=[CH:15][C:14]([O:17][CH2:18][CH2:19][N:20]4[CH2:25][CH2:24][O:23][CH2:22][CH2:21]4)=[CH:13][CH:12]=3)[NH:8][C:5]2=[N:6][CH:7]=1. (6) The reactants are [NH2:1][C:2]1[C:3]([F:23])=[CH:4][C:5]([Cl:22])=[C:6]([C:8]2[C:9](=[O:21])[N:10]([CH2:19][CH3:20])[C:11]3[C:16]([CH:17]=2)=[CH:15][N:14]=[C:13](Cl)[CH:12]=3)[CH:7]=1.[CH3:24][O:25][CH2:26][CH2:27][NH2:28]. The catalyst is O. The product is [NH2:1][C:2]1[C:3]([F:23])=[CH:4][C:5]([Cl:22])=[C:6]([C:8]2[C:9](=[O:21])[N:10]([CH2:19][CH3:20])[C:11]3[C:16]([CH:17]=2)=[CH:15][N:14]=[C:13]([NH:28][CH2:27][CH2:26][O:25][CH3:24])[CH:12]=3)[CH:7]=1. The yield is 0.940. (7) The reactants are [NH2:1][C:2]1[C:11]([I:12])=[C:10]([C:13]2[N:17]([CH3:18])[N:16]=[N:15][C:14]=2[CH3:19])[CH:9]=[C:8]2[C:3]=1[CH2:4][CH2:5][NH:6][C:7]2=[O:20].S(Cl)([Cl:24])(=O)=O. The catalyst is C(O)(=O)C. The product is [NH2:1][C:2]1[C:11]([I:12])=[C:10]([C:13]2[N:17]([CH3:18])[N:16]=[N:15][C:14]=2[CH3:19])[C:9]([Cl:24])=[C:8]2[C:3]=1[CH2:4][CH2:5][NH:6][C:7]2=[O:20]. The yield is 0.900. (8) The reactants are [CH:1]1([C:7]2([CH2:13][NH:14][C:15]3[S:16][CH:17]=[CH:18][N:19]=3)[CH2:12][CH2:11][NH:10][CH2:9][CH2:8]2)[CH2:6][CH2:5][CH2:4][CH2:3][CH2:2]1.[C:20]([O:24][C:25]([NH:27][C@H:28]([CH2:32][C:33]1[CH:38]=[CH:37][C:36]([Cl:39])=[CH:35][CH:34]=1)[C:29](O)=[O:30])=[O:26])([CH3:23])([CH3:22])[CH3:21].ON1C2C=CC=CC=2N=N1.CN1CCOCC1.CN(C)CCCN=C=NCC.[Cl-].[NH4+]. The catalyst is CN(C)C=O. The product is [C:20]([O:24][C:25](=[O:26])[NH:27][C@H:28]([CH2:32][C:33]1[CH:34]=[CH:35][C:36]([Cl:39])=[CH:37][CH:38]=1)[C:29]([N:10]1[CH2:9][CH2:8][C:7]([CH:1]2[CH2:2][CH2:3][CH2:4][CH2:5][CH2:6]2)([CH2:13][NH:14][C:15]2[S:16][CH:17]=[CH:18][N:19]=2)[CH2:12][CH2:11]1)=[O:30])([CH3:23])([CH3:21])[CH3:22]. The yield is 0.610.